Predict the product of the given reaction. From a dataset of Forward reaction prediction with 1.9M reactions from USPTO patents (1976-2016). (1) Given the reactants [S:1]1[C:5]2[CH:6]=[C:7]([NH:10][C:11]3[N:12]=[N:13][C:14](Cl)=[C:15]([C:17]4[CH:22]=[CH:21][C:20]([C:23]([F:26])([F:25])[F:24])=[CH:19][CH:18]=4)[CH:16]=3)[CH:8]=[CH:9][C:4]=2[N:3]=[CH:2]1.[CH:28]1[C:37]2[C:32](=[CH:33][CH:34]=[CH:35][CH:36]=2)[CH:31]=[CH:30][C:29]=1B(O)O.C([O-])([O-])=O.[Na+].[Na+].C(COC)OC, predict the reaction product. The product is: [S:1]1[C:5]2[CH:6]=[C:7]([NH:10][C:11]3[N:12]=[N:13][C:14]([C:30]4[CH:29]=[CH:28][C:37]5[C:32](=[CH:33][CH:34]=[CH:35][CH:36]=5)[CH:31]=4)=[C:15]([C:17]4[CH:22]=[CH:21][C:20]([C:23]([F:26])([F:25])[F:24])=[CH:19][CH:18]=4)[CH:16]=3)[CH:8]=[CH:9][C:4]=2[N:3]=[CH:2]1. (2) The product is: [Cl-:13].[Cl:13][C:14]1[CH:21]=[CH:20][C:17]([CH2:18][N+:7]2[CH:8]=[CH:9][CH:10]=[C:5]([C:4](=[O:11])[NH2:12])[CH:6]=2)=[CH:16][CH:15]=1. Given the reactants C(O)C.[C:4]([NH2:12])(=[O:11])[C:5]1[CH:10]=[CH:9][CH:8]=[N:7][CH:6]=1.[Cl:13][C:14]1[CH:21]=[CH:20][C:17]([CH2:18]Cl)=[CH:16][CH:15]=1, predict the reaction product. (3) Given the reactants C(C1C=C(C2O[C:11]3[CH2:16][CH2:15][N:14]([C:17]4[N:24]=[CH:23][CH:22]=[CH:21][C:18]=4[C:19]#[N:20])[CH2:13][C:12]=3N=2)C=CC=1)#N.[Cl:26][C:27]1[CH:32]=[CH:31][CH:30]=[CH:29][C:28]=1[C:33]1[O:34][C:35]2[CH2:36][NH:37][CH2:38][CH2:39][C:40]=2[N:41]=1.ClC1C=CC=CC=1C(O)=O, predict the reaction product. The product is: [Cl:26][C:27]1[CH:32]=[CH:31][CH:30]=[CH:29][C:28]=1[C:33]1[O:34][C:35]2[CH2:36][NH:37][CH2:38][CH2:39][C:40]=2[N:41]=1.[Cl:26][C:27]1[CH:32]=[CH:31][CH:30]=[CH:29][C:28]=1[C:33]1[O:34][C:12]2[CH2:13][N:14]([C:17]3[N:24]=[CH:23][CH:22]=[CH:21][C:18]=3[C:19]#[N:20])[CH2:15][CH2:16][C:11]=2[N:41]=1. (4) The product is: [CH3:1][N:2]1[CH:6]=[C:5]([NH:7][C:8]2[N:13]=[C:12]([NH:14][CH:15]3[C:19]4([CH2:20][CH2:21][CH2:22][CH2:23]4)[CH2:18][NH:17][CH2:16]3)[CH:11]=[CH:10][N:9]=2)[CH:4]=[N:3]1. Given the reactants [CH3:1][N:2]1[CH:6]=[C:5]([NH:7][C:8]2[N:13]=[C:12]([NH:14][CH:15]3[C:19]4([CH2:23][CH2:22][CH2:21][CH2:20]4)[CH2:18][N:17](C(OC(C)(C)C)=O)[CH2:16]3)[CH:11]=[CH:10][N:9]=2)[CH:4]=[N:3]1.C(O)(C(F)(F)F)=O, predict the reaction product. (5) Given the reactants [F:1][C:2]1[CH:7]=[CH:6][C:5]([N:8]2[C:12]([C:13]3[CH:23]=[CH:22][C:16]4[O:17][CH2:18][C:19](=[O:21])[NH:20][C:15]=4[CH:14]=3)=[CH:11][CH:10]=[N:9]2)=[CH:4][CH:3]=1.C1C(=O)N([I:31])C(=O)C1, predict the reaction product. The product is: [F:1][C:2]1[CH:7]=[CH:6][C:5]([N:8]2[C:12]([C:13]3[CH:23]=[CH:22][C:16]4[O:17][CH2:18][C:19](=[O:21])[NH:20][C:15]=4[CH:14]=3)=[C:11]([I:31])[CH:10]=[N:9]2)=[CH:4][CH:3]=1.